This data is from Full USPTO retrosynthesis dataset with 1.9M reactions from patents (1976-2016). The task is: Predict the reactants needed to synthesize the given product. The reactants are: [C:1]([C:4]1[CH:9]=[CH:8][CH:7]=[CH:6][CH:5]=1)(=O)[CH3:2].Cl.[N+:11]([C:14]1[CH:22]=[CH:21][C:17]([CH2:18][O:19][NH2:20])=[CH:16][CH:15]=1)([O-:13])=[O:12]. Given the product [N+:11]([C:14]1[CH:15]=[CH:16][C:17]([CH2:18][O:19]/[N:20]=[C:1](/[C:4]2[CH:9]=[CH:8][CH:7]=[CH:6][CH:5]=2)\[CH3:2])=[CH:21][CH:22]=1)([O-:13])=[O:12], predict the reactants needed to synthesize it.